From a dataset of NCI-60 drug combinations with 297,098 pairs across 59 cell lines. Regression. Given two drug SMILES strings and cell line genomic features, predict the synergy score measuring deviation from expected non-interaction effect. (1) Drug 1: C1=NC2=C(N1)C(=S)N=C(N2)N. Drug 2: COC1=NC(=NC2=C1N=CN2C3C(C(C(O3)CO)O)O)N. Cell line: CAKI-1. Synergy scores: CSS=50.0, Synergy_ZIP=-2.87, Synergy_Bliss=-2.35, Synergy_Loewe=-18.4, Synergy_HSA=0.436. (2) Drug 1: C1CN1C2=NC(=NC(=N2)N3CC3)N4CC4. Drug 2: C1C(C(OC1N2C=NC3=C2NC=NCC3O)CO)O. Cell line: SK-MEL-28. Synergy scores: CSS=23.7, Synergy_ZIP=-5.39, Synergy_Bliss=-2.16, Synergy_Loewe=-4.98, Synergy_HSA=-2.15. (3) Drug 1: COC1=NC(=NC2=C1N=CN2C3C(C(C(O3)CO)O)O)N. Drug 2: C1=CC=C(C(=C1)C(C2=CC=C(C=C2)Cl)C(Cl)Cl)Cl. Cell line: HL-60(TB). Synergy scores: CSS=82.0, Synergy_ZIP=-1.07, Synergy_Bliss=-1.02, Synergy_Loewe=-16.0, Synergy_HSA=-0.658.